This data is from Reaction yield outcomes from USPTO patents with 853,638 reactions. The task is: Predict the reaction yield, written as a fraction of the theoretical maximum amount of product (1.0 means a 100% yield; for example, 0.34 means a 34% yield). (1) The reactants are [NH2:1][C:2]1[CH:12]=[CH:11][C:5]([C:6]([O:8][CH2:9][CH3:10])=[O:7])=[CH:4][N:3]=1.[C:13]([N:21]=[C:22]=[S:23])(=[O:20])[C:14]1[CH:19]=[CH:18][CH:17]=[CH:16][CH:15]=1. The product is [C:13]([NH:21][C:22](=[S:23])[NH:1][C:2]1[CH:12]=[CH:11][C:5]([C:6]([O:8][CH2:9][CH3:10])=[O:7])=[CH:4][N:3]=1)(=[O:20])[C:14]1[CH:19]=[CH:18][CH:17]=[CH:16][CH:15]=1. The catalyst is CC(C)=O. The yield is 0.820. (2) The yield is 0.620. The reactants are [F:1][C:2]1[C:9](S(C(F)(F)F)(=O)=O)=[C:8]([O:17][CH3:18])[CH:7]=[CH:6][C:3]=1[CH:4]=[O:5].[CH3:19][C:20]1[C:21](B(O)O)=[CH:22][C:23]2[C:24]([CH3:33])([CH3:32])[CH2:25][CH2:26][C:27]([CH3:31])([CH3:30])[C:28]=2[CH:29]=1.C(=O)([O-])[O-].[K+].[K+]. The catalyst is COCCOC.O.C(OCC)(=O)C.C1C=CC([P]([Pd]([P](C2C=CC=CC=2)(C2C=CC=CC=2)C2C=CC=CC=2)([P](C2C=CC=CC=2)(C2C=CC=CC=2)C2C=CC=CC=2)[P](C2C=CC=CC=2)(C2C=CC=CC=2)C2C=CC=CC=2)(C2C=CC=CC=2)C2C=CC=CC=2)=CC=1. The product is [CH3:18][O:17][C:8]1[CH:7]=[CH:6][C:3]([CH:4]=[O:5])=[C:2]([F:1])[C:9]=1[C:21]1[C:20]([CH3:19])=[CH:29][C:28]2[C:27]([CH3:31])([CH3:30])[CH2:26][CH2:25][C:24]([CH3:33])([CH3:32])[C:23]=2[CH:22]=1. (3) No catalyst specified. The yield is 0.170. The product is [CH3:30][N:31]([CH3:41])[C:32]1[CH:37]=[CH:36][C:35]([C:2]2[C:10]3[O:9][CH2:8][CH:7]([C:11]4[CH:16]=[CH:15][C:14]([CH:17]([CH3:18])[CH3:19])=[CH:13][CH:12]=4)[C:6]=3[C:5]([CH3:20])=[C:4]([NH:21][C:22](=[O:28])[CH2:23][C:24]([CH3:27])([CH3:26])[CH3:25])[C:3]=2[CH3:29])=[CH:34][CH:33]=1. The reactants are Br[C:2]1[C:10]2[O:9][CH2:8][CH:7]([C:11]3[CH:16]=[CH:15][C:14]([CH:17]([CH3:19])[CH3:18])=[CH:13][CH:12]=3)[C:6]=2[C:5]([CH3:20])=[C:4]([NH:21][C:22](=[O:28])[CH2:23][C:24]([CH3:27])([CH3:26])[CH3:25])[C:3]=1[CH3:29].[CH3:30][N:31]([CH3:41])[C:32]1[CH:37]=[CH:36][C:35](B(O)O)=[CH:34][CH:33]=1.